From a dataset of NCI-60 drug combinations with 297,098 pairs across 59 cell lines. Regression. Given two drug SMILES strings and cell line genomic features, predict the synergy score measuring deviation from expected non-interaction effect. (1) Drug 1: COC1=NC(=NC2=C1N=CN2C3C(C(C(O3)CO)O)O)N. Drug 2: CCC1(C2=C(COC1=O)C(=O)N3CC4=CC5=C(C=CC(=C5CN(C)C)O)N=C4C3=C2)O.Cl. Cell line: SF-268. Synergy scores: CSS=14.8, Synergy_ZIP=-11.0, Synergy_Bliss=-1.07, Synergy_Loewe=-23.7, Synergy_HSA=-4.97. (2) Drug 1: CN(CCCl)CCCl.Cl. Drug 2: CC(C)NC(=O)C1=CC=C(C=C1)CNNC.Cl. Cell line: KM12. Synergy scores: CSS=13.4, Synergy_ZIP=-5.01, Synergy_Bliss=7.65, Synergy_Loewe=-9.64, Synergy_HSA=4.26. (3) Drug 1: C1=CC(=C2C(=C1NCCNCCO)C(=O)C3=C(C=CC(=C3C2=O)O)O)NCCNCCO. Drug 2: C1=CC=C(C(=C1)C(C2=CC=C(C=C2)Cl)C(Cl)Cl)Cl. Cell line: OVCAR-8. Synergy scores: CSS=49.5, Synergy_ZIP=6.67, Synergy_Bliss=4.72, Synergy_Loewe=-31.0, Synergy_HSA=5.32. (4) Drug 1: COC1=C(C=C2C(=C1)N=CN=C2NC3=CC(=C(C=C3)F)Cl)OCCCN4CCOCC4. Drug 2: CC(C)(C#N)C1=CC(=CC(=C1)CN2C=NC=N2)C(C)(C)C#N. Cell line: CCRF-CEM. Synergy scores: CSS=6.08, Synergy_ZIP=-3.03, Synergy_Bliss=-4.65, Synergy_Loewe=-1.97, Synergy_HSA=-2.92. (5) Drug 1: CC1=C(C=C(C=C1)C(=O)NC2=CC(=CC(=C2)C(F)(F)F)N3C=C(N=C3)C)NC4=NC=CC(=N4)C5=CN=CC=C5. Drug 2: C1=CN(C=N1)CC(O)(P(=O)(O)O)P(=O)(O)O. Cell line: SW-620. Synergy scores: CSS=0.770, Synergy_ZIP=1.12, Synergy_Bliss=-0.496, Synergy_Loewe=-0.661, Synergy_HSA=-4.21. (6) Drug 1: CC(C1=C(C=CC(=C1Cl)F)Cl)OC2=C(N=CC(=C2)C3=CN(N=C3)C4CCNCC4)N. Drug 2: CC12CCC3C(C1CCC2=O)CC(=C)C4=CC(=O)C=CC34C. Cell line: A498. Synergy scores: CSS=31.6, Synergy_ZIP=1.67, Synergy_Bliss=-1.96, Synergy_Loewe=-2.23, Synergy_HSA=-1.37.